Predict which catalyst facilitates the given reaction. From a dataset of Catalyst prediction with 721,799 reactions and 888 catalyst types from USPTO. (1) Reactant: [CH3:1][O:2][C:3]1[CH:4]=[C:5]2[C:10](=[CH:11][C:12]=1[O:13][CH3:14])[N:9]=[CH:8][CH:7]=[C:6]2[O:15][C:16]1[CH:22]=[CH:21][C:19]([NH2:20])=[C:18]([C:23]([F:26])([F:25])[F:24])[CH:17]=1.C(N(CC)CC)C.ClC(Cl)(O[C:38](=[O:44])OC(Cl)(Cl)Cl)Cl.[CH3:46][C:47]1[S:51][C:50]([CH:52]([NH2:54])[CH3:53])=[N:49][CH:48]=1. Product: [CH3:1][O:2][C:3]1[CH:4]=[C:5]2[C:10](=[CH:11][C:12]=1[O:13][CH3:14])[N:9]=[CH:8][CH:7]=[C:6]2[O:15][C:16]1[CH:22]=[CH:21][C:19]([NH:20][C:38]([NH:54][CH:52]([C:50]2[S:51][C:47]([CH3:46])=[CH:48][N:49]=2)[CH3:53])=[O:44])=[C:18]([C:23]([F:25])([F:26])[F:24])[CH:17]=1. The catalyst class is: 22. (2) Reactant: [NH2:1][C:2]1[N:7]=[CH:6][C:5]([N:8]2[CH2:13][CH2:12][N:11]([C:14]([O:16][C:17]([CH3:20])([CH3:19])[CH3:18])=[O:15])[CH2:10][CH2:9]2)=[CH:4][C:3]=1[N+:21]([O-])=O.[CH2:24]([O:31][C:32]1[CH:39]=[CH:38][C:35]([CH:36]=O)=[CH:34][CH:33]=1)[C:25]1[CH:30]=[CH:29][CH:28]=[CH:27][CH:26]=1.S(S([O-])=O)([O-])=O.[Na+].[Na+]. Product: [CH2:24]([O:31][C:32]1[CH:33]=[CH:34][C:35]([C:36]2[NH:1][C:2]3=[N:7][CH:6]=[C:5]([N:8]4[CH2:13][CH2:12][N:11]([C:14]([O:16][C:17]([CH3:20])([CH3:19])[CH3:18])=[O:15])[CH2:10][CH2:9]4)[CH:4]=[C:3]3[N:21]=2)=[CH:38][CH:39]=1)[C:25]1[CH:26]=[CH:27][CH:28]=[CH:29][CH:30]=1. The catalyst class is: 315. (3) Reactant: [CH2:1]([N:8]1[CH2:13][CH2:12][C:11]([N:14]2CCCC2)=[CH:10][CH2:9]1)[C:2]1[CH:7]=[CH:6][CH:5]=[CH:4][CH:3]=1.C(O[CH:22]=[C:23]([C:29](=O)[C:30]([F:33])([F:32])[F:31])[C:24]([O:26][CH2:27][CH3:28])=[O:25])C.C([O-])(=O)C.[NH4+]. Product: [CH2:1]([N:8]1[CH2:13][CH2:12][C:11]2[N:14]=[C:29]([C:30]([F:31])([F:32])[F:33])[C:23]([C:24]([O:26][CH2:27][CH3:28])=[O:25])=[CH:22][C:10]=2[CH2:9]1)[C:2]1[CH:3]=[CH:4][CH:5]=[CH:6][CH:7]=1. The catalyst class is: 12. (4) Reactant: [CH3:1][O:2][C:3](=[O:12])[CH:4]([C:6]1[CH:11]=[CH:10][CH:9]=[CH:8][CH:7]=1)Br.C(N(CC)CC)C.[NH:20]1[CH2:25][CH2:24][S:23][CH2:22][CH2:21]1. Product: [CH3:1][O:2][C:3](=[O:12])[CH:4]([C:6]1[CH:11]=[CH:10][CH:9]=[CH:8][CH:7]=1)[N:20]1[CH2:25][CH2:24][S:23][CH2:22][CH2:21]1. The catalyst class is: 7. (5) The catalyst class is: 2. Product: [F:32][C:33]1[CH:34]=[CH:35][C:36]([N:42]2[N:46]=[CH:45][CH:44]=[N:43]2)=[C:37]([C:38]([N:13]2[CH2:12][CH2:11][C@@H:10]3[C@@H:15]([N:8]([C:6]4[CH:5]=[N:4][CH:3]=[C:2]([CH3:1])[N:7]=4)[CH2:9]3)[CH2:14]2)=[O:39])[CH:41]=1. Reactant: [CH3:1][C:2]1[N:7]=[C:6]([N:8]2[C@@H:15]3[C@@H:10]([CH2:11][CH2:12][NH:13][CH2:14]3)[CH2:9]2)[CH:5]=[N:4][CH:3]=1.CC1C=C(C)N=C(N2[C@@H]3[C@@H](CCNC3)C2)N=1.[F:32][C:33]1[CH:34]=[CH:35][C:36]([N:42]2[N:46]=[CH:45][CH:44]=[N:43]2)=[C:37]([CH:41]=1)[C:38](O)=[O:39].S1C=CC=C1C1C=CC=CC=1C(O)=O. (6) Reactant: [F:1][C:2]1[C:7](I)=[CH:6][CH:5]=[CH:4][N:3]=1.[CH:9]1([B-](F)(F)F)[CH2:11][CH2:10]1.[K+].C1(P(C2CCCCC2)C2CCCCC2)CCCCC1.P([O-])([O-])([O-])=O.[K+].[K+].[K+]. Product: [CH:9]1([C:7]2[C:2]([F:1])=[N:3][CH:4]=[CH:5][CH:6]=2)[CH2:11][CH2:10]1. The catalyst class is: 493. (7) Reactant: Cl[C:2]1[CH:7]=[C:6]([C:8]2[CH:13]=[CH:12][CH:11]=[C:10]([CH3:14])[C:9]=2[CH3:15])[N:5]=[C:4]([NH2:16])[N:3]=1.[CH2:17]([N:24]1[CH2:29][CH2:28][O:27][CH:26]([CH2:30]N)[CH2:25]1)[C:18]1[CH:23]=[CH:22][CH:21]=[CH:20][CH:19]=1.C[CH2:33][N:34](C(C)C)C(C)C. Product: [CH2:17]([N:24]1[CH2:29][CH2:28][O:27][CH:26]([CH2:30][CH2:33][NH:34][C:2]2[CH:7]=[C:6]([C:8]3[CH:13]=[CH:12][CH:11]=[C:10]([CH3:14])[C:9]=3[CH3:15])[N:5]=[C:4]([NH2:16])[N:3]=2)[CH2:25]1)[C:18]1[CH:19]=[CH:20][CH:21]=[CH:22][CH:23]=1. The catalyst class is: 51. (8) Reactant: C[O:2][C:3]1[CH:26]=[CH:25][C:6]2[CH2:7][C@H:8]3[N:13]([CH2:14][CH:15]4[CH2:17][CH2:16]4)[CH2:12][CH2:11][C@:10]45[C@H:18]([C:20]([CH2:22][CH2:23][C@@:9]34[OH:24])=[O:21])[O:19][C:4]=1[C:5]=25.B(Br)(Br)Br. Product: [CH:25]1[C:6]2[CH2:7][C@H:8]3[N:13]([CH2:14][CH:15]4[CH2:17][CH2:16]4)[CH2:12][CH2:11][C@:10]45[C@H:18]([C:20]([CH2:22][CH2:23][C@@:9]34[OH:24])=[O:21])[O:19][C:4]([C:5]=25)=[C:3]([OH:2])[CH:26]=1. The catalyst class is: 308.